This data is from hERG potassium channel inhibition data for cardiac toxicity prediction from Karim et al.. The task is: Regression/Classification. Given a drug SMILES string, predict its toxicity properties. Task type varies by dataset: regression for continuous values (e.g., LD50, hERG inhibition percentage) or binary classification for toxic/non-toxic outcomes (e.g., AMES mutagenicity, cardiotoxicity, hepatotoxicity). Dataset: herg_karim. (1) The molecule is CC(C)(C)n1ncc2c1C(=O)CC1(CCN(C(=O)c3ccc4[nH]ncc4c3)CC1)C2. The result is 0 (non-blocker). (2) The drug is CCOC(=O)CCc1ccc(OC[C@H](O)CNC(C)(C)Cc2ccc3ccccc3c2)c(C#N)c1. The result is 1 (blocker). (3) The compound is Nc1ccc(-c2cccs2)cc1N. The result is 1 (blocker). (4) The molecule is COc1ccc(-c2cc3nccn3c(Nc3ncccc3C(N)=O)n2)cc1OC. The result is 0 (non-blocker).